From a dataset of Peptide-MHC class I binding affinity with 185,985 pairs from IEDB/IMGT. Regression. Given a peptide amino acid sequence and an MHC pseudo amino acid sequence, predict their binding affinity value. This is MHC class I binding data. (1) The peptide sequence is KTIFLSEPY. The MHC is HLA-A32:01 with pseudo-sequence HLA-A32:01. The binding affinity (normalized) is 0.901. (2) The peptide sequence is AMYYRRTER. The MHC is HLA-B08:01 with pseudo-sequence HLA-B08:01. The binding affinity (normalized) is 0.0847. (3) The peptide sequence is KELENEYYF. The MHC is HLA-A31:01 with pseudo-sequence HLA-A31:01. The binding affinity (normalized) is 0.0847. (4) The peptide sequence is YFYYNAFHW. The MHC is HLA-B07:02 with pseudo-sequence HLA-B07:02. The binding affinity (normalized) is 0.0847. (5) The peptide sequence is TNIRQAGVQY. The MHC is HLA-A68:02 with pseudo-sequence HLA-A68:02. The binding affinity (normalized) is 0. (6) The peptide sequence is EYKKSLYKF. The MHC is HLA-B39:01 with pseudo-sequence HLA-B39:01. The binding affinity (normalized) is 0.0847. (7) The peptide sequence is TLLIGAVVSV. The MHC is HLA-A02:01 with pseudo-sequence HLA-A02:01. The binding affinity (normalized) is 0.661.